This data is from NCI-60 drug combinations with 297,098 pairs across 59 cell lines. The task is: Regression. Given two drug SMILES strings and cell line genomic features, predict the synergy score measuring deviation from expected non-interaction effect. (1) Drug 1: C1CNP(=O)(OC1)N(CCCl)CCCl. Drug 2: CC1CCCC2(C(O2)CC(NC(=O)CC(C(C(=O)C(C1O)C)(C)C)O)C(=CC3=CSC(=N3)C)C)C. Cell line: TK-10. Synergy scores: CSS=32.5, Synergy_ZIP=-1.88, Synergy_Bliss=-3.90, Synergy_Loewe=-21.1, Synergy_HSA=-2.19. (2) Drug 2: CC1=C(N=C(N=C1N)C(CC(=O)N)NCC(C(=O)N)N)C(=O)NC(C(C2=CN=CN2)OC3C(C(C(C(O3)CO)O)O)OC4C(C(C(C(O4)CO)O)OC(=O)N)O)C(=O)NC(C)C(C(C)C(=O)NC(C(C)O)C(=O)NCCC5=NC(=CS5)C6=NC(=CS6)C(=O)NCCC[S+](C)C)O. Drug 1: C1CN1P(=S)(N2CC2)N3CC3. Cell line: 786-0. Synergy scores: CSS=35.4, Synergy_ZIP=-5.23, Synergy_Bliss=0.369, Synergy_Loewe=-17.2, Synergy_HSA=3.44.